This data is from Reaction yield outcomes from USPTO patents with 853,638 reactions. The task is: Predict the reaction yield, written as a fraction of the theoretical maximum amount of product (1.0 means a 100% yield; for example, 0.34 means a 34% yield). (1) The reactants are [O:1]1[CH2:6][C:5](=O)[NH:4][C:3]2[CH:8]=[CH:9][CH:10]=[CH:11][C:2]1=2.[H-].[Al+3].[Li+].[H-].[H-].[H-]. The catalyst is O1CCCC1.O.[OH-].[Na+]. The product is [O:1]1[CH2:6][CH2:5][NH:4][C:3]2[CH:8]=[CH:9][CH:10]=[CH:11][C:2]1=2. The yield is 0.790. (2) The reactants are C([O:5]OC(C)(C)C)(C)(C)C.[Se](=O)=O.[C:14]([C@H:18]1[CH2:23][CH2:22][C@H:21]([O:24][C:25]2[CH:26]=[C:27]3[C:32](=[CH:33][CH:34]=2)[N:31]=[C:30]([CH3:35])[CH:29]=[CH:28]3)[CH2:20][CH2:19]1)([CH3:17])([CH3:16])[CH3:15]. The catalyst is O1CCOCC1.C(Cl)(Cl)Cl. The product is [C:14]([C@H:18]1[CH2:23][CH2:22][C@H:21]([O:24][C:25]2[CH:26]=[C:27]3[C:32](=[CH:33][CH:34]=2)[N:31]=[C:30]([CH:35]=[O:5])[CH:29]=[CH:28]3)[CH2:20][CH2:19]1)([CH3:17])([CH3:16])[CH3:15]. The yield is 0.200. (3) The reactants are [C:1]([C:3]1[CH:4]=[CH:5][C:6]([NH:9][C:10]2[CH:11]=[C:12]([NH:30]C(=O)OCC3C=CC=CC=3)[CH:13]=[N:14][C:15]=2[S:16](=[O:29])(=[O:28])[NH:17][C:18]2[CH:19]=[CH:20][C:21]3[CH2:25][O:24][B:23]([OH:26])[C:22]=3[CH:27]=2)=[N:7][CH:8]=1)#[N:2]. The catalyst is C(O)C.CCOC(C)=O.[OH-].[OH-].[Pd+2]. The product is [NH2:30][C:12]1[CH:11]=[C:10]([NH:9][C:6]2[CH:5]=[CH:4][C:3]([C:1]#[N:2])=[CH:8][N:7]=2)[C:15]([S:16]([NH:17][C:18]2[CH:19]=[CH:20][C:21]3[CH2:25][O:24][B:23]([OH:26])[C:22]=3[CH:27]=2)(=[O:29])=[O:28])=[N:14][CH:13]=1. The yield is 0.470. (4) The reactants are [CH3:1][O:2][C:3](=[O:44])[C:4]1[CH:9]=[CH:8][C:7]([O:10][CH2:11][CH2:12][C:13]2[C:21]3[C:16](=[CH:17][CH:18]=[C:19]([Cl:22])[CH:20]=3)[N:15]([CH:23]([C:30]3[CH:35]=[CH:34][CH:33]=[CH:32][CH:31]=3)[C:24]3[CH:29]=[CH:28][CH:27]=[CH:26][CH:25]=3)[C:14]=2[CH:36]=[CH:37][C:38]([O:40]CC=C)=[O:39])=[CH:6][CH:5]=1.C1COCC1.N1CCOCC1. The catalyst is [Pd].C1(P(C2C=CC=CC=2)C2C=CC=CC=2)C=CC=CC=1.C1(P(C2C=CC=CC=2)C2C=CC=CC=2)C=CC=CC=1.C1(P(C2C=CC=CC=2)C2C=CC=CC=2)C=CC=CC=1.C1(P(C2C=CC=CC=2)C2C=CC=CC=2)C=CC=CC=1.C(OCC)(=O)C. The product is [CH3:1][O:2][C:3](=[O:44])[C:4]1[CH:5]=[CH:6][C:7]([O:10][CH2:11][CH2:12][C:13]2[C:21]3[C:16](=[CH:17][CH:18]=[C:19]([Cl:22])[CH:20]=3)[N:15]([CH:23]([C:30]3[CH:31]=[CH:32][CH:33]=[CH:34][CH:35]=3)[C:24]3[CH:29]=[CH:28][CH:27]=[CH:26][CH:25]=3)[C:14]=2[CH:36]=[CH:37][C:38]([OH:40])=[O:39])=[CH:8][CH:9]=1. The yield is 0.970. (5) The reactants are [CH3:1][O:2][C:3]1[CH:10]=[CH:9][C:6]([CH2:7]Cl)=[CH:5][CH:4]=1.[N-:11]=[N+:12]=[N-:13].[Na+]. The yield is 0.949. The product is [CH3:1][O:2][C:3]1[CH:10]=[CH:9][C:6]([CH2:7][N:11]=[N+:12]=[N-:13])=[CH:5][CH:4]=1. The catalyst is CN(C=O)C. (6) The product is [NH:2]([C:5]1[N:6]=[N:7][C:8]([C:11]2[CH:12]=[N:13][N:14]([CH3:16])[CH:15]=2)=[CH:9][CH:10]=1)[NH2:3]. The reactants are O.[NH2:2][NH2:3].Cl[C:5]1[N:6]=[N:7][C:8]([C:11]2[CH:12]=[N:13][N:14]([CH3:16])[CH:15]=2)=[CH:9][CH:10]=1. The yield is 0.904. The catalyst is C(O)C. (7) The reactants are C([O:8][C:9]1[CH:10]=[C:11]2[C:16](=[CH:17][CH:18]=1)[C:15]([O:19][C:20]1[CH:25]=[CH:24][C:23]([O:26][CH2:27][CH2:28][CH2:29][CH2:30][S:31][CH2:32][CH2:33][CH2:34][C:35]([F:41])([F:40])[C:36]([F:39])([F:38])[F:37])=[CH:22][CH:21]=1)=[C:14]([C:42]1[CH:47]=[CH:46][C:45]([O:48][CH3:49])=[CH:44][CH:43]=1)[CH:13]=[CH:12]2)C1C=CC=CC=1.C([O-])=O.[NH4+]. The catalyst is [Pd].CCO. The product is [CH3:49][O:48][C:45]1[CH:44]=[CH:43][C:42]([C:14]2[C:15]([O:19][C:20]3[CH:25]=[CH:24][C:23]([O:26][CH2:27][CH2:28][CH2:29][CH2:30][S:31][CH2:32][CH2:33][CH2:34][C:35]([F:40])([F:41])[C:36]([F:39])([F:38])[F:37])=[CH:22][CH:21]=3)=[C:16]3[C:11](=[CH:12][CH:13]=2)[CH:10]=[C:9]([OH:8])[CH:18]=[CH:17]3)=[CH:47][CH:46]=1. The yield is 0.620. (8) The reactants are Cl.[CH:2]1([NH:8][NH2:9])[CH2:7][CH2:6][CH2:5][CH2:4][CH2:3]1.[CH2:10]([O:12][C:13](=[O:25])[C:14](=[CH:21]N(C)C)[C:15](=O)[C:16]([F:19])([F:18])[F:17])[CH3:11].C([O-])(=O)C.[Na+]. The catalyst is C(O)C. The product is [CH2:10]([O:12][C:13]([C:14]1[CH:21]=[N:9][N:8]([CH:2]2[CH2:7][CH2:6][CH2:5][CH2:4][CH2:3]2)[C:15]=1[C:16]([F:17])([F:18])[F:19])=[O:25])[CH3:11]. The yield is 0.550.